From a dataset of Aqueous solubility values for 9,982 compounds from the AqSolDB database. Regression/Classification. Given a drug SMILES string, predict its absorption, distribution, metabolism, or excretion properties. Task type varies by dataset: regression for continuous measurements (e.g., permeability, clearance, half-life) or binary classification for categorical outcomes (e.g., BBB penetration, CYP inhibition). For this dataset (solubility_aqsoldb), we predict Y. (1) The compound is O=C(OCC1CO1)c1ccc(C(=O)OCC2CO2)c(C(=O)OCC2CO2)c1. The Y is -2.76 log mol/L. (2) The molecule is C=CCc1ccc2cncnc2c1O. The Y is -3.62 log mol/L. (3) The drug is CCCC(C)C(CCC)C(C)Cc1ccc(OP(=S)([S-])Oc2ccc(CC(C)C(CCC)C(C)CCC)cc2)cc1.CCCC(C)C(CCC)C(C)Cc1ccc(OP(=S)([S-])Oc2ccc(CC(C)C(CCC)C(C)CCC)cc2)cc1.[Zn+2]. The Y is -5.42 log mol/L. (4) The Y is -4.45 log mol/L. The molecule is COc1cc(NC(=O)c2cccnc2)c2ncccc2c1.